This data is from Full USPTO retrosynthesis dataset with 1.9M reactions from patents (1976-2016). The task is: Predict the reactants needed to synthesize the given product. (1) Given the product [F:29][CH:2]([F:1])[CH2:3][O:4][C:5]1[CH:10]=[CH:9][CH:8]=[CH:7][C:6]=1[C:11](=[O:28])[CH2:12][CH2:13][C:14]1[N:15]=[C:16]([C:19]2[CH:24]=[CH:23][C:22]([O:25][CH3:26])=[C:21]([O:27][CH2:30][CH:31]([CH3:33])[CH3:32])[CH:20]=2)[O:17][CH:18]=1, predict the reactants needed to synthesize it. The reactants are: [F:1][CH:2]([F:29])[CH2:3][O:4][C:5]1[CH:10]=[CH:9][CH:8]=[CH:7][C:6]=1[C:11](=[O:28])[CH2:12][CH2:13][C:14]1[N:15]=[C:16]([C:19]2[CH:24]=[CH:23][C:22]([O:25][CH3:26])=[C:21]([OH:27])[CH:20]=2)[O:17][CH:18]=1.[CH2:30](Br)[CH:31]([CH3:33])[CH3:32]. (2) The reactants are: C(C1C=C(NC(=O)CCCC2C=CC([B:25]([OH:27])[OH:26])=CC=2)C=CC=1S(CC)(=O)=O)#N.Br[C:30]1[CH:35]=[CH:34][C:33]([CH2:36][CH2:37][O:38][C:39](=[O:63])[NH:40][C:41]2[CH:46]=[CH:45][C:44]([S:47]([CH:50]([CH3:52])[CH3:51])(=[O:49])=[O:48])=[C:43]([CH2:53][N:54]([C:56]([O:58][C:59]([CH3:62])([CH3:61])[CH3:60])=[O:57])[CH3:55])[CH:42]=2)=[C:32]([CH2:64][CH3:65])[CH:31]=1. Given the product [C:59]([O:58][C:56]([N:54]([CH2:53][C:43]1[CH:42]=[C:41]([NH:40][C:39]([O:38][CH2:37][CH2:36][C:33]2[CH:34]=[CH:35][C:30]([B:25]([OH:27])[OH:26])=[CH:31][C:32]=2[CH2:64][CH3:65])=[O:63])[CH:46]=[CH:45][C:44]=1[S:47]([CH:50]([CH3:52])[CH3:51])(=[O:49])=[O:48])[CH3:55])=[O:57])([CH3:62])([CH3:61])[CH3:60], predict the reactants needed to synthesize it. (3) Given the product [CH2:11]([N:12]([CH2:27][C:28]1[CH:29]=[CH:30][C:21]([CH2:14][CH2:13][N:40]2[CH2:45][CH2:44][CH2:43][CH2:42][CH2:41]2)=[CH:22][CH:23]=1)[C:13]1[CH:18]=[C:17]([O:19][CH3:20])[CH:16]=[CH:15][C:14]=1[C@@H:21]1[CH2:22][CH2:23][C:28]2[CH:27]=[C:26]([OH:31])[CH:25]=[CH:24][C:29]=2[CH2:30]1)[CH3:10], predict the reactants needed to synthesize it. The reactants are: C(CC1C=CC(C[CH2:10][CH2:11][NH:12][C:13]2[CH:18]=[C:17]([O:19][CH3:20])[CH:16]=[CH:15][C:14]=2[C@@H:21]2[CH2:30][CH2:29][C:28]3[CH:27]=[C:26]([O:31]C(=O)C(C)(C)C)[CH:25]=[CH:24][C:23]=3[CH2:22]2)=CC=1)(O)=O.[NH:40]1[CH2:45][CH2:44][CH2:43][CH2:42][CH2:41]1. (4) Given the product [OH:23][C@H:18]1[CH2:19][CH2:20][CH2:21][CH2:22][C@@H:17]1[N:6]1[C:5](=[O:24])[C:4]2[C:9](=[C:10]3[N:15]([CH3:16])[CH2:14][CH:13]=[CH:12][C:11]3=[C:2]([B:30]3[O:34][C:33]([CH3:36])([CH3:35])[C:32]([CH3:38])([CH3:37])[O:31]3)[CH:3]=2)[N:8]=[CH:7]1, predict the reactants needed to synthesize it. The reactants are: Br[C:2]1[CH:3]=[C:4]2[C:9](=[C:10]3[N:15]([CH3:16])[CH2:14][CH:13]=[CH:12][C:11]=13)[N:8]=[CH:7][N:6]([C@H:17]1[CH2:22][CH2:21][CH2:20][CH2:19][C@@H:18]1[OH:23])[C:5]2=[O:24].C([O-])(=O)C.[K+].[B:30]1([B:30]2[O:34][C:33]([CH3:36])([CH3:35])[C:32]([CH3:38])([CH3:37])[O:31]2)[O:34][C:33]([CH3:36])([CH3:35])[C:32]([CH3:38])([CH3:37])[O:31]1.ClCCl. (5) Given the product [Na+:2].[Na+:2].[N:3]([C:16]1[CH:17]=[C:18]([C:23]([OH:26])=[CH:24][CH:25]=1)[C:19]([O-:21])=[O:20])=[N:4][C:5]1[CH:6]=[C:7]([C:12]([OH:15])=[CH:13][CH:14]=1)[C:8]([O-:10])=[O:9], predict the reactants needed to synthesize it. The reactants are: [OH-].[Na+:2].[N:3]([C:16]1[CH:17]=[C:18]([C:23]([OH:26])=[CH:24][CH:25]=1)[C:19]([O:21]C)=[O:20])=[N:4][C:5]1[CH:6]=[C:7]([C:12]([OH:15])=[CH:13][CH:14]=1)[C:8]([O:10]C)=[O:9]. (6) Given the product [F:1][C:2]1[CH:7]=[CH:6][C:5]([CH:8]2[CH2:13][CH2:12][NH:11][CH2:10][CH:9]2[O:23][CH2:24][C:25]2[CH:34]=[C:33]([O:35][CH2:36][C:37]3[CH:42]=[CH:41][CH:40]=[CH:39][C:38]=3[O:43][CH2:44][O:45][CH2:46][CH2:47][Si:48]([CH3:51])([CH3:50])[CH3:49])[C:32]3[C:27](=[CH:28][CH:29]=[CH:30][CH:31]=3)[CH:26]=2)=[CH:4][CH:3]=1, predict the reactants needed to synthesize it. The reactants are: [F:1][C:2]1[CH:7]=[CH:6][C:5]([CH:8]2[CH2:13][CH2:12][N:11](C(OCC[Si](C)(C)C)=O)[CH2:10][CH:9]2[O:23][CH2:24][C:25]2[CH:34]=[C:33]([O:35][CH2:36][C:37]3[CH:42]=[CH:41][CH:40]=[CH:39][C:38]=3[O:43][CH2:44][O:45][CH2:46][CH2:47][Si:48]([CH3:51])([CH3:50])[CH3:49])[C:32]3[C:27](=[CH:28][CH:29]=[CH:30][CH:31]=3)[CH:26]=2)=[CH:4][CH:3]=1.C(=O)(OCC[Si](C)(C)C)N.[F-].C([N+](CCCC)(CCCC)CCCC)CCC. (7) Given the product [CH2:27]([N:23]1[CH2:24][CH2:25][CH2:26][CH:21]([N:18]2[CH2:19][CH2:20][NH:15][CH2:16][CH2:17]2)[CH2:22]1)[C:28]1[CH:29]=[CH:30][CH:31]=[CH:32][CH:33]=1, predict the reactants needed to synthesize it. The reactants are: C(O)(C(F)(F)F)=O.C(OC([N:15]1[CH2:20][CH2:19][N:18]([CH:21]2[CH2:26][CH2:25][CH2:24][N:23]([CH2:27][C:28]3[CH:33]=[CH:32][CH:31]=[CH:30][CH:29]=3)[CH2:22]2)[CH2:17][CH2:16]1)=O)(C)(C)C. (8) Given the product [Cl:8][C:6]1[CH:7]=[C:2]2[C:3]([CH:11]=[C:12]([CH:13]([CH3:16])[CH2:14][CH3:15])[NH:1]2)=[CH:4][C:5]=1[O:9][CH3:10], predict the reactants needed to synthesize it. The reactants are: [NH2:1][C:2]1[CH:7]=[C:6]([Cl:8])[C:5]([O:9][CH3:10])=[CH:4][C:3]=1[CH2:11][CH:12](O)[CH:13]([CH3:16])[CH2:14][CH3:15].C(=O)([O-])[O-].[K+].[K+].BrC1C(C)=CC(C)=CC=1C.CN(C)C=O.